From a dataset of Forward reaction prediction with 1.9M reactions from USPTO patents (1976-2016). Predict the product of the given reaction. (1) Given the reactants [CH3:1][O:2][C:3]1[CH:4]=[C:5]([C:11](=[O:18])[CH2:12][CH2:13][CH2:14][CH2:15][CH2:16][CH3:17])[CH:6]=[C:7]([O:9][CH3:10])[CH:8]=1.[CH2:19](O)[CH2:20][OH:21].O.C1(C)C=CC(S(O)(=O)=O)=CC=1, predict the reaction product. The product is: [CH3:10][O:9][C:7]1[CH:6]=[C:5]([C:11]2([CH2:12][CH2:13][CH2:14][CH2:15][CH2:16][CH3:17])[O:21][CH2:20][CH2:19][O:18]2)[CH:4]=[C:3]([O:2][CH3:1])[CH:8]=1. (2) The product is: [CH2:1]([O:3][C:4]([C:6]1[N:7]([CH2:35][C:36]2[CH:41]=[CH:40][CH:39]=[C:38]([Cl:42])[CH:37]=2)[C:8]2[C:13]([C:14]=1[NH:15][C:16](=[O:24])[C:17]1[CH:22]=[CH:21][CH:20]=[C:19]([N:23]3[C:47]([CH3:48])=[CH:46][CH:45]=[C:44]3[CH3:43])[CH:18]=1)=[CH:12][CH:11]=[C:10]([C:25]1[CH:30]=[CH:29][C:28]([CH2:31][CH2:32][CH2:33][CH3:34])=[CH:27][CH:26]=1)[CH:9]=2)=[O:5])[CH3:2]. Given the reactants [CH2:1]([O:3][C:4]([C:6]1[N:7]([CH2:35][C:36]2[CH:41]=[CH:40][CH:39]=[C:38]([Cl:42])[CH:37]=2)[C:8]2[C:13]([C:14]=1[NH:15][C:16](=[O:24])[C:17]1[CH:22]=[CH:21][CH:20]=[C:19]([NH2:23])[CH:18]=1)=[CH:12][CH:11]=[C:10]([C:25]1[CH:30]=[CH:29][C:28]([CH2:31][CH2:32][CH2:33][CH3:34])=[CH:27][CH:26]=1)[CH:9]=2)=[O:5])[CH3:2].[CH3:43][C:44](=O)[CH2:45][CH2:46][C:47](=O)[CH3:48], predict the reaction product. (3) Given the reactants Br[C:2]1[CH:7]=[C:6]([C:8]([F:11])([F:10])[F:9])[CH:5]=[CH:4][C:3]=1[S:12]([C:15]([F:32])([F:31])[CH:16]1[CH2:21][CH2:20][N:19]([C:22]([NH:24][C:25]2[CH:30]=[CH:29][N:28]=[N:27][CH:26]=2)=[O:23])[CH2:18][CH2:17]1)(=[O:14])=[O:13].[C:33]([Cu])#[N:34], predict the reaction product. The product is: [C:33]([C:2]1[CH:7]=[C:6]([C:8]([F:11])([F:10])[F:9])[CH:5]=[CH:4][C:3]=1[S:12]([C:15]([F:32])([F:31])[CH:16]1[CH2:21][CH2:20][N:19]([C:22]([NH:24][C:25]2[CH:30]=[CH:29][N:28]=[N:27][CH:26]=2)=[O:23])[CH2:18][CH2:17]1)(=[O:14])=[O:13])#[N:34].